Dataset: Full USPTO retrosynthesis dataset with 1.9M reactions from patents (1976-2016). Task: Predict the reactants needed to synthesize the given product. (1) Given the product [Cl:13][C:14]1[CH:22]=[C:21]([O:23][C:24]2[CH:25]=[N:26][C:27]([CH:31]3[CH2:33][CH2:32]3)=[C:28]([Cl:30])[CH:29]=2)[C:20]([Cl:34])=[CH:19][C:15]=1[C:16]([NH:39][S:36]([CH3:35])(=[O:38])=[O:37])=[O:17], predict the reactants needed to synthesize it. The reactants are: Cl.CN(C)CCCN=C=NCC.[Cl:13][C:14]1[CH:22]=[C:21]([O:23][C:24]2[CH:25]=[N:26][C:27]([CH:31]3[CH2:33][CH2:32]3)=[C:28]([Cl:30])[CH:29]=2)[C:20]([Cl:34])=[CH:19][C:15]=1[C:16](O)=[O:17].[CH3:35][S:36]([NH2:39])(=[O:38])=[O:37]. (2) Given the product [CH3:6][N:7]1[CH2:14][C@@H:13]2[C@@H:9]([N:10]([C:15]3[CH:20]=[C:19]([O:21][CH3:22])[C:18]([NH:23][C:24]4[N:29]=[C:28]([C:30]5[CH:31]=[N:32][N:33]6[CH:38]=[CH:37][CH:36]=[CH:35][C:34]=56)[CH:27]=[CH:26][N:25]=4)=[CH:17][C:16]=3[NH:39][C:1](=[O:4])[CH:2]=[CH2:3])[CH2:11][CH2:12]2)[CH2:8]1, predict the reactants needed to synthesize it. The reactants are: [C:1](Cl)(=[O:4])[CH:2]=[CH2:3].[CH3:6][N:7]1[CH2:14][C@@H:13]2[C@@H:9]([N:10]([C:15]3[CH:20]=[C:19]([O:21][CH3:22])[C:18]([NH:23][C:24]4[N:29]=[C:28]([C:30]5[CH:31]=[N:32][N:33]6[CH:38]=[CH:37][CH:36]=[CH:35][C:34]=56)[CH:27]=[CH:26][N:25]=4)=[CH:17][C:16]=3[NH2:39])[CH2:11][CH2:12]2)[CH2:8]1. (3) Given the product [NH2:1][C:2]1[CH:11]=[CH:10][C:5]([C:6]([NH:42][C:41]2[CH:43]=[CH:44][C:45]([O:46][CH3:47])=[C:39]([O:38][CH3:37])[CH:40]=2)=[O:8])=[CH:4][C:3]=1[I:12], predict the reactants needed to synthesize it. The reactants are: [NH2:1][C:2]1[CH:11]=[CH:10][C:5]([C:6]([O:8]C)=O)=[CH:4][C:3]=1[I:12].[OH-].[Li+].O=C1N(P(Cl)(N2CCOC2=O)=O)CCO1.C(N(CC)CC)C.[CH3:37][O:38][C:39]1[CH:40]=[C:41]([CH:43]=[CH:44][C:45]=1[O:46][CH3:47])[NH2:42]. (4) Given the product [I:1][C:2]1[CH:7]=[CH:6][C:5]([CH2:8][NH:9][C:11](=[O:12])[O:13][CH2:14][C:15]2[CH:20]=[CH:19][CH:18]=[CH:17][CH:16]=2)=[CH:4][CH:3]=1, predict the reactants needed to synthesize it. The reactants are: [I:1][C:2]1[CH:7]=[CH:6][C:5]([CH2:8][NH2:9])=[CH:4][CH:3]=1.Cl[C:11]([O:13][CH2:14][C:15]1[CH:20]=[CH:19][CH:18]=[CH:17][CH:16]=1)=[O:12].C([O-])([O-])=O.[K+].[K+].